Dataset: Forward reaction prediction with 1.9M reactions from USPTO patents (1976-2016). Task: Predict the product of the given reaction. (1) Given the reactants [NH2:1][C:2]1[CH:10]=[C:9]2[C:5]([C:6]([CH3:22])([CH3:21])[C:7](=[O:20])[N:8]2[CH2:11][CH2:12][CH2:13][N:14]2[CH2:19][CH2:18][O:17][CH2:16][CH2:15]2)=[CH:4][CH:3]=1.[OH-].[Na+].[C:25](OC(=O)C)(=[O:27])[CH3:26], predict the reaction product. The product is: [CH3:21][C:6]1([CH3:22])[C:5]2[C:9](=[CH:10][C:2]([NH:1][C:25](=[O:27])[CH3:26])=[CH:3][CH:4]=2)[N:8]([CH2:11][CH2:12][CH2:13][N:14]2[CH2:19][CH2:18][O:17][CH2:16][CH2:15]2)[C:7]1=[O:20]. (2) Given the reactants Cl.[F:2][C:3]([F:38])([F:37])[C:4]1[CH:5]=[C:6]([C@H:14]([O:16][C@H:17]2[CH2:22][CH2:21][N:20]([C:23]([CH:25]3[CH2:30][CH2:29][NH:28][CH2:27][CH2:26]3)=[O:24])[CH2:19][C@H:18]2[C:31]2[CH:36]=[CH:35][CH:34]=[CH:33][CH:32]=2)[CH3:15])[CH:7]=[C:8]([C:10]([F:13])([F:12])[F:11])[CH:9]=1.[N:39]1([CH2:44][C:45](O)=[O:46])[CH:43]=[N:42][N:41]=[N:40]1, predict the reaction product. The product is: [F:13][C:10]([F:11])([F:12])[C:8]1[CH:7]=[C:6]([C@H:14]([O:16][C@H:17]2[CH2:22][CH2:21][N:20]([C:23]([CH:25]3[CH2:26][CH2:27][N:28]([C:45](=[O:46])[CH2:44][N:39]4[CH:43]=[N:42][N:41]=[N:40]4)[CH2:29][CH2:30]3)=[O:24])[CH2:19][C@H:18]2[C:31]2[CH:36]=[CH:35][CH:34]=[CH:33][CH:32]=2)[CH3:15])[CH:5]=[C:4]([C:3]([F:2])([F:37])[F:38])[CH:9]=1. (3) Given the reactants [Cl:1][C:2]1[CH:3]=[C:4]([CH:27]([C:34]#[N:35])[CH2:28][C:29]([O:31]CC)=[O:30])[CH:5]=[CH:6][C:7]=1[C:8]1[N:12]=[C:11]([C:13]2[N:14]=[C:15]3[C:20]([Cl:21])=[CH:19][C:18]([C:22]([F:25])([F:24])[F:23])=[CH:17][N:16]3[CH:26]=2)[O:10][N:9]=1.[Li+].[OH-], predict the reaction product. The product is: [Cl:1][C:2]1[CH:3]=[C:4]([CH:27]([C:34]#[N:35])[CH2:28][C:29]([OH:31])=[O:30])[CH:5]=[CH:6][C:7]=1[C:8]1[N:12]=[C:11]([C:13]2[N:14]=[C:15]3[C:20]([Cl:21])=[CH:19][C:18]([C:22]([F:25])([F:24])[F:23])=[CH:17][N:16]3[CH:26]=2)[O:10][N:9]=1. (4) Given the reactants [Cl:1][C:2]1[C:7]([CH3:8])=[CH:6][C:5]([S:9]([NH:12][C:13]2[CH:14]=[C:15]([C:19]3[CH:24]=[CH:23][C:22]([CH:25]=O)=[CH:21][CH:20]=3)[CH:16]=[CH:17][CH:18]=2)(=[O:11])=[O:10])=[C:4]([CH3:27])[CH:3]=1.C([O:32][C:33](=[O:42])[C@@H:34]([NH2:41])[CH2:35][O:36]C(C)(C)C)(C)(C)C.C(O)(=O)C.C([BH3-])#N.[Na+], predict the reaction product. The product is: [Cl:1][C:2]1[C:7]([CH3:8])=[CH:6][C:5]([S:9]([NH:12][C:13]2[CH:14]=[C:15]([C:19]3[CH:24]=[CH:23][C:22]([CH2:25][NH:41][C@@H:34]([CH2:35][OH:36])[C:33]([OH:32])=[O:42])=[CH:21][CH:20]=3)[CH:16]=[CH:17][CH:18]=2)(=[O:11])=[O:10])=[C:4]([CH3:27])[CH:3]=1. (5) Given the reactants [OH:1][CH2:2][CH2:3][NH:4][C:5](=[O:11])[O:6][C:7]([CH3:10])([CH3:9])[CH3:8].O[N:13]1[C:17](=[O:18])[C:16]2=[CH:19][CH:20]=[CH:21][CH:22]=[C:15]2[C:14]1=[O:23], predict the reaction product. The product is: [O:23]=[C:14]1[C:15]2[C:16](=[CH:19][CH:20]=[CH:21][CH:22]=2)[C:17](=[O:18])[N:13]1[O:1][CH2:2][CH2:3][NH:4][C:5](=[O:11])[O:6][C:7]([CH3:8])([CH3:10])[CH3:9].